The task is: Predict the reaction yield, written as a fraction of the theoretical maximum amount of product (1.0 means a 100% yield; for example, 0.34 means a 34% yield).. This data is from Reaction yield outcomes from USPTO patents with 853,638 reactions. (1) The reactants are [F-].C([N+](CCCC)(CCCC)CCCC)CCC.[Br:19][C:20]1[CH:21]=[C:22]2[CH:28]=[CH:27][N:26]([Si](C(C)(C)C)(C)C)[C:23]2=[N:24][CH:25]=1. The catalyst is O1CCCC1. The product is [Br:19][C:20]1[CH:21]=[C:22]2[CH:28]=[CH:27][NH:26][C:23]2=[N:24][CH:25]=1. The yield is 0.710. (2) The catalyst is C(O)C. The reactants are [C:1]([C:3]1[CH:13]=[CH:12][C:6]([C:7](OCC)=[O:8])=[CH:5][CH:4]=1)#[N:2].O.[NH2:15][NH2:16]. The product is [C:1]([C:3]1[CH:13]=[CH:12][C:6]([C:7]([NH:15][NH2:16])=[O:8])=[CH:5][CH:4]=1)#[N:2]. The yield is 0.900. (3) The reactants are [Br:1][C:2]1[CH:7]=[CH:6][C:5]([C:8](O)([CH3:22])[C:9](=[O:21])[N:10]2[CH2:16][C:15]3([CH3:18])[CH2:17][CH:11]2[CH2:12][C:13]([CH3:20])([CH3:19])[CH2:14]3)=[C:4]([F:24])[CH:3]=1.C(Cl)Cl.COCCN(CCOC)S(F)(F)[F:34].C(=O)(O)[O-].[Na+]. No catalyst specified. The product is [Br:1][C:2]1[CH:7]=[CH:6][C:5]([C:8]([F:34])([CH3:22])[C:9]([N:10]2[CH2:16][C:15]3([CH3:18])[CH2:17][CH:11]2[CH2:12][C:13]([CH3:20])([CH3:19])[CH2:14]3)=[O:21])=[C:4]([F:24])[CH:3]=1. The yield is 0.537.